From a dataset of Full USPTO retrosynthesis dataset with 1.9M reactions from patents (1976-2016). Predict the reactants needed to synthesize the given product. (1) Given the product [C:1]([O:5][C:6]([N:8]1[C:17]2[C:12](=[CH:13][C:14]([C:18]3[S:19][C:20]([C:23]#[N:28])=[CH:21][CH:22]=3)=[CH:15][CH:16]=2)[C:11]([CH3:25])=[CH:10][C:9]1([CH3:27])[CH3:26])=[O:7])([CH3:4])([CH3:3])[CH3:2], predict the reactants needed to synthesize it. The reactants are: [C:1]([O:5][C:6]([N:8]1[C:17]2[C:12](=[CH:13][C:14]([C:18]3[S:19][C:20]([CH:23]=O)=[CH:21][CH:22]=3)=[CH:15][CH:16]=2)[C:11]([CH3:25])=[CH:10][C:9]1([CH3:27])[CH3:26])=[O:7])([CH3:4])([CH3:3])[CH3:2].[NH2:28]OS(O)(=O)=O. (2) Given the product [Cl:1][C:2]1[CH:3]=[C:4]([NH:13][C:14]([C:16]2[C:17]([CH3:35])=[C:18]([C:27]3[CH:32]=[CH:31][C:30]([F:33])=[C:29]([F:34])[CH:28]=3)[CH:19]=[C:20]([C:23]([CH3:26])([CH3:25])[CH3:24])[C:21]=2[OH:22])=[O:15])[CH:5]=[CH:6][C:7]=1[S:8]([C:9]([F:12])([F:10])[F:11])=[O:37], predict the reactants needed to synthesize it. The reactants are: [Cl:1][C:2]1[CH:3]=[C:4]([NH:13][C:14]([C:16]2[C:17]([CH3:35])=[C:18]([C:27]3[CH:32]=[CH:31][C:30]([F:33])=[C:29]([F:34])[CH:28]=3)[CH:19]=[C:20]([C:23]([CH3:26])([CH3:25])[CH3:24])[C:21]=2[OH:22])=[O:15])[CH:5]=[CH:6][C:7]=1[S:8][C:9]([F:12])([F:11])[F:10].I([O-])(=O)(=O)=[O:37].[Na+].O.C(OCC)C.